From a dataset of Catalyst prediction with 721,799 reactions and 888 catalyst types from USPTO. Predict which catalyst facilitates the given reaction. (1) Reactant: [OH:1][C:2]1[CH:10]=[CH:9][C:8]([O:11][CH3:12])=[CH:7][C:3]=1[C:4]([OH:6])=[O:5].[H-].[Na+].[CH2:15](Br)[C:16]1[CH:21]=[CH:20][CH:19]=[CH:18][CH:17]=1.O. Product: [OH:1][C:2]1[CH:10]=[CH:9][C:8]([O:11][CH3:12])=[CH:7][C:3]=1[C:4]([O:6][CH2:15][C:16]1[CH:21]=[CH:20][CH:19]=[CH:18][CH:17]=1)=[O:5]. The catalyst class is: 3. (2) Reactant: C[O:2][C:3](=[O:16])[C:4]1[CH:9]=[CH:8][C:7]([C:10]2[O:14][CH:13]=[N:12][C:11]=2[CH3:15])=[N:6][CH:5]=1.[OH-].[Na+]. Product: [CH3:15][C:11]1[N:12]=[CH:13][O:14][C:10]=1[C:7]1[CH:8]=[CH:9][C:4]([C:3]([OH:16])=[O:2])=[CH:5][N:6]=1. The catalyst class is: 5. (3) Reactant: Br[C:2]1[CH:3]=[C:4]([C@:7]2([CH3:18])[CH2:12][C@@H:11]([C:13]([F:16])([F:15])[F:14])[O:10][C:9]([NH2:17])=[N:8]2)[S:5][CH:6]=1.[C:19]([C:21]1[N:26]=[CH:25][C:24](B(O)O)=[CH:23][N:22]=1)#[N:20].C1(P(C2C=CC=CC=2)C2C=CC=CC=2)C=CC=CC=1.C([O-])([O-])=O.[Na+].[Na+]. Product: [NH2:17][C:9]1[O:10][C@H:11]([C:13]([F:16])([F:15])[F:14])[CH2:12][C@:7]([C:4]2[S:5][CH:6]=[C:2]([C:24]3[CH:23]=[N:22][C:21]([C:19]#[N:20])=[N:26][CH:25]=3)[CH:3]=2)([CH3:18])[N:8]=1. The catalyst class is: 57. (4) Reactant: OC[C:3]1[CH:8]=[C:7]([N:9]2[CH2:14][CH2:13][O:12][CH2:11][C@@H:10]2[CH3:15])[N:6]=[C:5]([C:16]2[CH:21]=[CH:20][C:19]([NH:22][C:23]([NH:25][C:26]3[CH:31]=[CH:30][CH:29]=[CH:28][CH:27]=3)=[O:24])=[CH:18][CH:17]=2)[N:4]=1.[CH2:32]([N:34]([CH2:37][CH3:38])[CH2:35]C)[CH3:33].CS(Cl)(=O)=[O:41].N1CCOCC1. Product: [CH3:15][C@H:10]1[CH2:11][O:12][CH2:13][CH2:14][N:9]1[C:7]1[CH:8]=[C:3]([CH2:35][N:34]2[CH2:37][CH2:38][O:41][CH2:33][CH2:32]2)[N:4]=[C:5]([C:16]2[CH:21]=[CH:20][C:19]([NH:22][C:23]([NH:25][C:26]3[CH:27]=[CH:28][CH:29]=[CH:30][CH:31]=3)=[O:24])=[CH:18][CH:17]=2)[N:6]=1. The catalyst class is: 2. (5) Reactant: C([Li])CCC.[Cl:6][C:7]1[N:8]=[C:9]([N:16]2[CH2:21][CH2:20][O:19][CH2:18][CH2:17]2)[C:10]2[S:15][CH:14]=[N:13][C:11]=2[N:12]=1.[I:22]I. Product: [Cl:6][C:7]1[N:8]=[C:9]([N:16]2[CH2:17][CH2:18][O:19][CH2:20][CH2:21]2)[C:10]2[S:15][C:14]([I:22])=[N:13][C:11]=2[N:12]=1. The catalyst class is: 323. (6) Reactant: [CH3:1][C@H:2]1[C@@H:7]2[CH2:8][CH2:9][C:10]3[CH:11]=[N:12][C:13]([C:16]4[CH:21]=[N:20][CH:19]=[CH:18][N:17]=4)=[N:14][C:15]=3[C@@:6]2([C:22]2[CH:27]=[CH:26][CH:25]=[CH:24][CH:23]=2)[CH2:5][CH:4]([C:28]#[N:29])[C:3]1=[O:30].BrN1C(C)(C)C(=O)N(Br)C1=O.N1C=CC=CC=1. Product: [CH3:1][C@H:2]1[C@@H:7]2[CH2:8][CH2:9][C:10]3[CH:11]=[N:12][C:13]([C:16]4[CH:21]=[N:20][CH:19]=[CH:18][N:17]=4)=[N:14][C:15]=3[C@@:6]2([C:22]2[CH:27]=[CH:26][CH:25]=[CH:24][CH:23]=2)[CH:5]=[C:4]([C:28]#[N:29])[C:3]1=[O:30]. The catalyst class is: 35.